This data is from Reaction yield outcomes from USPTO patents with 853,638 reactions. The task is: Predict the reaction yield, written as a fraction of the theoretical maximum amount of product (1.0 means a 100% yield; for example, 0.34 means a 34% yield). (1) The reactants are O[C:2]1[C:7]2[C@@:8]3(O)[C@@:21]([O:25][CH3:26])([C@H:22](O)[CH2:23][C:6]=2[CH:5]=[C:4]([CH3:46])[C:3]=1[C:47]([O:49]C)=[O:48])[C:20](=[O:27])[C:19]1[C:10](=[CH:11][C:12]2[C:13](=[O:43])[C:14](NC4C(OC)C(O)C(OC)C(C)O4)=[CH:15][C:16](=[O:29])[C:17]=2[C:18]=1O)[C:9]3=[O:44].[Cl-].[Li+]. The catalyst is CS(C)=O. The product is [CH3:26][O:25][C:21]12[C:20](=[O:27])[C:19]3[C:10](=[CH:11][C:12]4[C:13](=[O:43])[CH:14]=[CH:15][C:16](=[O:29])[C:17]=4[CH:18]=3)[C:9](=[O:44])[CH:8]1[C:7]1[CH:2]=[C:3]([C:47]([OH:49])=[O:48])[C:4]([CH3:46])=[CH:5][C:6]=1[CH2:23][CH2:22]2. The yield is 0.125. (2) The reactants are [Cl:1][C:2]1[CH:3]=[CH:4][C:5]([NH2:8])=[N:6][CH:7]=1.C([O:11][C:12]([C:14]1[N:15]=[C:16]2[CH:21]=[CH:20][C:19]([N:22]3[CH2:27][CH2:26][N:25]([C:28](=[O:39])[C:29]4[CH:34]=[CH:33][CH:32]=[CH:31][C:30]=4[C:35]([F:38])([F:37])[F:36])[CH2:24][CH2:23]3)=[N:18][N:17]2[CH:40]=1)=O)C. No catalyst specified. The product is [Cl:1][C:2]1[CH:3]=[CH:4][C:5]([NH:8][C:12]([C:14]2[N:15]=[C:16]3[CH:21]=[CH:20][C:19]([N:22]4[CH2:23][CH2:24][N:25]([C:28](=[O:39])[C:29]5[CH:34]=[CH:33][CH:32]=[CH:31][C:30]=5[C:35]([F:36])([F:38])[F:37])[CH2:26][CH2:27]4)=[N:18][N:17]3[CH:40]=2)=[O:11])=[N:6][CH:7]=1. The yield is 0.240. (3) The product is [CH3:1][O:2][C:3]([C:5]1[CH:13]=[C:12]2[C:8]([CH:9]=[CH:10][N:11]2[CH2:20][C:19]2[CH:22]=[CH:23][CH:24]=[C:17]([N+:14]([O-:16])=[O:15])[CH:18]=2)=[CH:7][CH:6]=1)=[O:4]. The reactants are [CH3:1][O:2][C:3]([C:5]1[CH:13]=[C:12]2[C:8]([CH:9]=[CH:10][NH:11]2)=[CH:7][CH:6]=1)=[O:4].[N+:14]([C:17]1[CH:18]=[C:19]([CH:22]=[CH:23][CH:24]=1)[CH2:20]Br)([O-:16])=[O:15].C([O-])([O-])=O.[K+].[K+]. The yield is 0.760. The catalyst is CN(C=O)C.C(OCC)(=O)C. (4) The reactants are Cl.[NH2:2]O.[C:4](=[O:7])([O-])[OH:5].[Na+].[F:9][C:10]1([F:50])[CH2:15][CH2:14][CH:13]([O:16][C:17]2[CH:22]=[CH:21][C:20]([N:23]3[C:28](=[O:29])[C:27]([CH2:30][C:31]4[CH:36]=[CH:35][C:34]([C:37]5[C:38]([C:43]#[N:44])=[CH:39][CH:40]=[CH:41][CH:42]=5)=[CH:33][CH:32]=4)=[C:26]([CH2:45][CH2:46][CH3:47])[N:25]=[C:24]3[CH2:48][CH3:49])=[CH:19][CH:18]=2)[CH2:12][CH2:11]1.O. The catalyst is CS(C)=O. The product is [F:50][C:10]1([F:9])[CH2:11][CH2:12][CH:13]([O:16][C:17]2[CH:18]=[CH:19][C:20]([N:23]3[C:28](=[O:29])[C:27]([CH2:30][C:31]4[CH:36]=[CH:35][C:34]([C:37]5[CH:42]=[CH:41][CH:40]=[CH:39][C:38]=5[C:43]5[NH:2][C:4](=[O:7])[O:5][N:44]=5)=[CH:33][CH:32]=4)=[C:26]([CH2:45][CH2:46][CH3:47])[N:25]=[C:24]3[CH2:48][CH3:49])=[CH:21][CH:22]=2)[CH2:14][CH2:15]1. The yield is 0.0200. (5) The reactants are [CH:1]([C:3]1[O:7][C:6]([C:8]2[CH:9]=[C:10]([CH:14]=[CH:15][CH:16]=2)[C:11]([OH:13])=[O:12])=[CH:5][CH:4]=1)=O.[S:17]1[CH2:23][C:21](=[O:22])[NH:20][C:18]1=[S:19].N1CCCCC1. The catalyst is CCO. The product is [O:22]=[C:21]1[C:23](=[CH:1][C:3]2[O:7][C:6]([C:8]3[CH:9]=[C:10]([CH:14]=[CH:15][CH:16]=3)[C:11]([OH:13])=[O:12])=[CH:5][CH:4]=2)[S:17][C:18](=[S:19])[NH:20]1. The yield is 0.820. (6) The product is [NH2:1][C:2]1[N:6]([C:7]2[C:12]([CH3:13])=[CH:11][CH:10]=[CH:9][C:8]=2[Cl:14])[N:5]=[C:4]([CH:15]([CH3:17])[CH3:16])[C:3]=1[C:18]([NH2:19])=[O:20]. The yield is 0.530. The reactants are [NH2:1][C:2]1[N:6]([C:7]2[C:12]([CH3:13])=[CH:11][CH:10]=[CH:9][C:8]=2[Cl:14])[N:5]=[C:4]([CH:15]([CH3:17])[CH3:16])[C:3]=1[C:18]#[N:19].[OH:20]S(O)(=O)=O. No catalyst specified. (7) The reactants are [F:1][C:2]([F:27])([F:26])[O:3][C:4]1[CH:9]=[CH:8][C:7]([N:10]2[CH:14]=[N:13][C:12]([C:15]3[CH:20]=[CH:19][C:18](/[CH:21]=[CH:22]/[C:23]([OH:25])=O)=[CH:17][CH:16]=3)=[N:11]2)=[CH:6][CH:5]=1.P([N:44]=[N+:45]=[N-:46])(=O)(OC1C=CC=CC=1)OC1C=CC=CC=1.C(N(CC)CC)C. The catalyst is C(O)(C)C. The product is [F:27][C:2]([F:1])([F:26])[O:3][C:4]1[CH:9]=[CH:8][C:7]([N:10]2[CH:14]=[N:13][C:12]([C:15]3[CH:20]=[CH:19][C:18](/[CH:21]=[CH:22]/[C:23]([N:44]=[N+:45]=[N-:46])=[O:25])=[CH:17][CH:16]=3)=[N:11]2)=[CH:6][CH:5]=1. The yield is 0.780. (8) The reactants are [F:1][C:2]([F:23])([F:22])[C:3]1[CH:8]=[CH:7][C:6]([S:9]([NH:12][C@H:13]2[CH2:18][CH2:17][C@H:16]([C:19](O)=[O:20])[CH2:15][CH2:14]2)(=[O:11])=[O:10])=[CH:5][CH:4]=1.[C:24]1([C@H:30]2[CH2:34][O:33][C:32](=[O:35])[NH:31]2)[CH:29]=[CH:28][CH:27]=[CH:26][CH:25]=1.C(N(CC)CC)C.C(Cl)(=O)C(C)(C)C. The catalyst is C1(C)C=CC=CC=1.Cl. The product is [O:35]=[C:32]1[N:31]([C:19]([C@H:16]2[CH2:17][CH2:18][C@H:13]([NH:12][S:9]([C:6]3[CH:5]=[CH:4][C:3]([C:2]([F:23])([F:1])[F:22])=[CH:8][CH:7]=3)(=[O:11])=[O:10])[CH2:14][CH2:15]2)=[O:20])[C@@H:30]([C:24]2[CH:25]=[CH:26][CH:27]=[CH:28][CH:29]=2)[CH2:34][O:33]1. The yield is 0.100.